This data is from Forward reaction prediction with 1.9M reactions from USPTO patents (1976-2016). The task is: Predict the product of the given reaction. (1) Given the reactants [NH:1]1[C:5]([C:6]2[CH:11]=[CH:10][CH:9]=[CH:8][C:7]=2[C:12]2[CH:17]=[CH:16][C:15]([CH2:18][N:19]([C@@H:26]([CH:30]([CH3:32])[CH3:31])[C:27]([OH:29])=[O:28])[C:20](=[O:25])[CH2:21][CH2:22][CH2:23][CH3:24])=[CH:14][CH:13]=2)=[N:4][N:3]=[N:2]1.C(=O)([O-])[O-].[Cs+].[Cs+].[I-].[Cs+].[NH2:41][C:42](=[O:85])[C:43]([CH3:84])([CH3:83])[CH2:44][NH:45][C:46]([C@H:48]([CH:80]([CH3:82])[CH3:81])[CH2:49][C@@H:50]1[O:54][CH2:53][N:52]([C:55]([O:57][CH2:58]Cl)=[O:56])[C@H:51]1[CH2:60][C@H:61]([CH2:65][C:66]1[CH:71]=[CH:70][C:69]([O:72][CH3:73])=[C:68]([O:74][CH2:75][CH2:76][CH2:77][O:78][CH3:79])[CH:67]=1)[CH:62]([CH3:64])[CH3:63])=[O:47], predict the reaction product. The product is: [C:20]([N:19]([CH2:18][C:15]1[CH:16]=[CH:17][C:12]([C:7]2[CH:8]=[CH:9][CH:10]=[CH:11][C:6]=2[C:5]2[NH:1][N:2]=[N:3][N:4]=2)=[CH:13][CH:14]=1)[C@H:26]([C:27]([O:29][CH2:58][O:57][C:55]([N:52]1[C@@H:51]([CH2:60][C@H:61]([CH2:65][C:66]2[CH:71]=[CH:70][C:69]([O:72][CH3:73])=[C:68]([O:74][CH2:75][CH2:76][CH2:77][O:78][CH3:79])[CH:67]=2)[CH:62]([CH3:63])[CH3:64])[C@H:50]([CH2:49][C@H:48]([C:46]([NH:45][CH2:44][C:43]([CH3:84])([CH3:83])[C:42]([NH2:41])=[O:85])=[O:47])[CH:80]([CH3:82])[CH3:81])[O:54][CH2:53]1)=[O:56])=[O:28])[CH:30]([CH3:31])[CH3:32])(=[O:25])[CH2:21][CH2:22][CH2:23][CH3:24]. (2) Given the reactants [CH3:1][C:2]1[CH:7]=[C:6]([C:8]2[N:12]=[C:11]([NH2:13])[S:10][CH:9]=2)[CH:5]=[CH:4][C:3]=1[F:14].[CH2:15]([C:18]1[CH:23]=[CH:22][C:21]([S:24](Cl)(=[O:26])=[O:25])=[CH:20][CH:19]=1)[CH2:16][CH3:17], predict the reaction product. The product is: [F:14][C:3]1[CH:4]=[CH:5][C:6]([C:8]2[N:12]=[C:11]([NH:13][S:24]([C:21]3[CH:22]=[CH:23][C:18]([CH2:15][CH2:16][CH3:17])=[CH:19][CH:20]=3)(=[O:26])=[O:25])[S:10][CH:9]=2)=[CH:7][C:2]=1[CH3:1].